Dataset: Reaction yield outcomes from USPTO patents with 853,638 reactions. Task: Predict the reaction yield, written as a fraction of the theoretical maximum amount of product (1.0 means a 100% yield; for example, 0.34 means a 34% yield). (1) The reactants are [NH2:1][C:2]1[C:3]([O:16][CH3:17])=[CH:4][C:5]2[CH2:11][N:10]([CH2:12][CH3:13])[CH2:9][C:8](=[O:14])[NH:7][C:6]=2[CH:15]=1.Cl[C:19]1[N:24]=[C:23]([NH:25][C:26]2[CH:31]=[CH:30][CH:29]=[CH:28][C:27]=2[S:32]([N:35]([CH3:37])[CH3:36])(=[O:34])=[O:33])[C:22]([Cl:38])=[CH:21][N:20]=1. The product is [Cl:38][C:22]1[C:23]([NH:25][C:26]2[CH:31]=[CH:30][CH:29]=[CH:28][C:27]=2[S:32]([N:35]([CH3:37])[CH3:36])(=[O:34])=[O:33])=[N:24][C:19]([NH:1][C:2]2[C:3]([O:16][CH3:17])=[CH:4][C:5]3[CH2:11][N:10]([CH2:12][CH3:13])[CH2:9][C:8](=[O:14])[NH:7][C:6]=3[CH:15]=2)=[N:20][CH:21]=1. The catalyst is CO.C(Cl)Cl. The yield is 0.180. (2) The reactants are Cl.[Cl:2][C:3]1[C:11]2[C:6](=[CH:7][CH:8]=[C:9]([C:12]3[O:16][N:15]=[C:14]([C:17]4[C:18]([CH3:27])=[C:19]5[C:24](=[CH:25][CH:26]=4)[CH2:23][NH:22][CH2:21][CH2:20]5)[N:13]=3)[CH:10]=2)[N:5]([CH:28]([CH3:30])[CH3:29])[CH:4]=1.[C:31]([O:35][CH2:36][CH3:37])(=[O:34])[CH:32]=[CH2:33]. No catalyst specified. The product is [CH2:36]([O:35][C:31](=[O:34])[CH2:32][CH2:33][N:22]1[CH2:21][CH2:20][C:19]2[C:24](=[CH:25][CH:26]=[C:17]([C:14]3[N:13]=[C:12]([C:9]4[CH:10]=[C:11]5[C:6](=[CH:7][CH:8]=4)[N:5]([CH:28]([CH3:30])[CH3:29])[CH:4]=[C:3]5[Cl:2])[O:16][N:15]=3)[C:18]=2[CH3:27])[CH2:23]1)[CH3:37]. The yield is 0.850.